Dataset: Forward reaction prediction with 1.9M reactions from USPTO patents (1976-2016). Task: Predict the product of the given reaction. (1) Given the reactants [CH3:1][C:2]1([CH3:16])[C:6]([CH3:8])([CH3:7])[O:5][B:4]([C:9]2[CH:10]=[C:11]([CH:13]=[CH:14][CH:15]=2)[NH2:12])[O:3]1.CCN(C(C)C)C(C)C.[C:26](Cl)(=[O:29])[CH:27]=[CH2:28], predict the reaction product. The product is: [CH3:8][C:6]1([CH3:7])[C:2]([CH3:16])([CH3:1])[O:3][B:4]([C:9]2[CH:10]=[C:11]([NH:12][C:26](=[O:29])[CH:27]=[CH2:28])[CH:13]=[CH:14][CH:15]=2)[O:5]1. (2) Given the reactants [Cl:1][C:2]1[CH:3]=[C:4]([N:10]2[C:14]([CH2:15][CH3:16])=[C:13]([CH2:17][C:18]3[CH:26]=[CH:25][C:21]([C:22]([OH:24])=O)=[CH:20][CH:19]=3)[C:12]([CH2:27][CH3:28])=[N:11]2)[CH:5]=[CH:6][C:7]=1[C:8]#[N:9].[CH:29]1([NH2:32])[CH2:31][CH2:30]1.Cl.CN(C)CCCN=C=NCC.ON1C2C=CC=CC=2N=N1.Cl, predict the reaction product. The product is: [Cl:1][C:2]1[CH:3]=[C:4]([N:10]2[C:14]([CH2:15][CH3:16])=[C:13]([CH2:17][C:18]3[CH:26]=[CH:25][C:21]([C:22]([NH:32][CH:29]4[CH2:31][CH2:30]4)=[O:24])=[CH:20][CH:19]=3)[C:12]([CH2:27][CH3:28])=[N:11]2)[CH:5]=[CH:6][C:7]=1[C:8]#[N:9]. (3) Given the reactants [O:1]=[C:2]([CH3:8])[CH2:3][C:4]([O:6][CH3:7])=[O:5].CO[CH:11]([N:14]([CH3:16])[CH3:15])OC, predict the reaction product. The product is: [CH3:11][N:14](/[CH:16]=[C:3](/[C:2](=[O:1])[CH3:8])\[C:4]([O:6][CH3:7])=[O:5])[CH3:15].